From a dataset of Catalyst prediction with 721,799 reactions and 888 catalyst types from USPTO. Predict which catalyst facilitates the given reaction. (1) Reactant: Cl[C:2]1[C:7]([C:8]2[CH2:9][O:10][CH2:11][CH2:12][CH:13]=2)=[N:6][CH:5]=[CH:4][N:3]=1.[NH2:14][C:15]1[CH:20]=[CH:19][C:18]([OH:21])=[CH:17][CH:16]=1.C(=O)([O-])[O-].[Cs+].[Cs+]. Product: [O:10]1[CH2:11][CH2:12][CH:13]=[C:8]([C:7]2[C:2]([O:21][C:18]3[CH:19]=[CH:20][C:15]([NH2:14])=[CH:16][CH:17]=3)=[N:3][CH:4]=[CH:5][N:6]=2)[CH2:9]1. The catalyst class is: 18. (2) Reactant: [F:1][C:2]1[CH:27]=[CH:26][CH:25]=[CH:24][C:3]=1[CH2:4][C:5]1[C:9]([C:10](OCC)=[O:11])=[CH:8][N:7]([CH2:15][C:16]2[CH:21]=[CH:20][C:19]([O:22][CH3:23])=[CH:18][CH:17]=2)[N:6]=1.[H-].[Al+3].[Li+].[H-].[H-].[H-]. Product: [F:1][C:2]1[CH:27]=[CH:26][CH:25]=[CH:24][C:3]=1[CH2:4][C:5]1[C:9]([CH2:10][OH:11])=[CH:8][N:7]([CH2:15][C:16]2[CH:21]=[CH:20][C:19]([O:22][CH3:23])=[CH:18][CH:17]=2)[N:6]=1. The catalyst class is: 1. (3) Reactant: [Cl:1][C:2]1[CH:7]=[CH:6][C:5]([CH2:8][C@@H:9]([NH:35]C(=O)OC(C)(C)C)[C:10]([N:12]2[CH2:17][CH2:16][N:15]([C:18]3[C:23]([C:24]4[CH:29]=[CH:28][CH:27]=[C:26]([O:30][CH3:31])[CH:25]=4)=[CH:22][N:21]=[C:20]4[NH:32][CH:33]=[CH:34][C:19]=34)[CH2:14][CH2:13]2)=[O:11])=[CH:4][CH:3]=1.C(O)(C(F)(F)F)=O.C1(N)C(F)=C(F)C(F)=C(N)C=1F.Cl.Cl. Product: [NH2:35][C@H:9]([CH2:8][C:5]1[CH:4]=[CH:3][C:2]([Cl:1])=[CH:7][CH:6]=1)[C:10]([N:12]1[CH2:17][CH2:16][N:15]([C:18]2[C:23]([C:24]3[CH:29]=[CH:28][CH:27]=[C:26]([O:30][CH3:31])[CH:25]=3)=[CH:22][N:21]=[C:20]3[NH:32][CH:33]=[CH:34][C:19]=23)[CH2:14][CH2:13]1)=[O:11]. The catalyst class is: 2. (4) Reactant: [F:1][C:2]1[CH:3]=[C:4]([C:9]2[CH:14]=[CH:13][C:12]([C:15]3[C:24]4[C:19](=[CH:20][C:21]([S:25](OC5C(F)=C(F)C(F)=C(F)C=5F)(=[O:27])=[O:26])=[CH:22][CH:23]=4)[CH:18]=[CH:17][N:16]=3)=[C:11]([O:40][CH3:41])[CH:10]=2)[CH:5]=[C:6]([F:8])[CH:7]=1.[CH3:42][C:43]1[N:48]=[C:47]([NH2:49])[CH:46]=[CH:45][N:44]=1.C[Si]([N-][Si](C)(C)C)(C)C.[Li+]. Product: [F:1][C:2]1[CH:3]=[C:4]([C:9]2[CH:14]=[CH:13][C:12]([C:15]3[C:24]4[C:19](=[CH:20][C:21]([S:25]([NH:49][C:47]5[CH:46]=[CH:45][N:44]=[C:43]([CH3:42])[N:48]=5)(=[O:27])=[O:26])=[CH:22][CH:23]=4)[CH:18]=[CH:17][N:16]=3)=[C:11]([O:40][CH3:41])[CH:10]=2)[CH:5]=[C:6]([F:8])[CH:7]=1. The catalyst class is: 1. (5) Reactant: C([O:8][C:9]1[CH:14]=[CH:13][C:12]([N:15]2[CH:19]=[N:18][N:17]=[N:16]2)=[CH:11][C:10]=1[F:20])C1C=CC=CC=1. The catalyst class is: 8. Product: [F:20][C:10]1[CH:11]=[C:12]([N:15]2[CH:19]=[N:18][N:17]=[N:16]2)[CH:13]=[CH:14][C:9]=1[OH:8]. (6) Reactant: C(OC([NH:8][CH2:9][C:10]([N:12]1[CH:21]([CH2:22][C:23]([O-:25])=[O:24])[C:20]2[N:19]=[CH:18][CH:17]=[C:16]([Cl:26])[C:15]=2[CH2:14][CH2:13]1)=[O:11])=O)(C)(C)C.[Na+]. Product: [Cl-:26].[C:23]([CH2:22][CH:21]1[C:20]2[N:19]=[CH:18][CH:17]=[C:16]([Cl:26])[C:15]=2[CH2:14][CH2:13][N:12]1[C:10](=[O:11])[CH2:9][NH3+:8])([OH:25])=[O:24]. The catalyst class is: 393.